This data is from Forward reaction prediction with 1.9M reactions from USPTO patents (1976-2016). The task is: Predict the product of the given reaction. (1) Given the reactants [CH3:1][O:2][C:3]1[CH:4]=[C:5]2[C:9](=[CH:10][CH:11]=1)[N:8]([CH3:12])[C:7](=[O:13])[CH2:6]2.[I:14][C:15]1[C:23]2[C:18](=[CH:19][C:20]([CH:24]=O)=[CH:21][CH:22]=2)[NH:17][N:16]=1.N1CCCC[CH2:27]1.[H-].[Na+].[I-].C[S+](C)(C)=O, predict the reaction product. The product is: [I:14][C:15]1[C:23]2[C:18](=[CH:19][C:20]([C@H:24]3[C@@:6]4([C:5]5[C:9](=[CH:10][CH:11]=[C:3]([O:2][CH3:1])[CH:4]=5)[N:8]([CH3:12])[C:7]4=[O:13])[CH2:27]3)=[CH:21][CH:22]=2)[NH:17][N:16]=1. (2) Given the reactants [CH3:1][O:2][C:3]1[C:4]([CH2:19][NH:20]C(C2C=CC=CC=2C(O)=O)=O)=[CH:5][C:6]([C:9]2[CH:10]=[N:11][C:12]([C:15]([F:18])([F:17])[F:16])=[N:13][CH:14]=2)=[N:7][CH:8]=1.NN.O, predict the reaction product. The product is: [CH3:1][O:2][C:3]1[C:4]([CH2:19][NH2:20])=[CH:5][C:6]([C:9]2[CH:14]=[N:13][C:12]([C:15]([F:18])([F:17])[F:16])=[N:11][CH:10]=2)=[N:7][CH:8]=1. (3) Given the reactants Br[C:2]1[CH:7]=[CH:6][CH:5]=[CH:4][CH:3]=1.[NH2:8][C:9]1[CH:10]=[C:11](B(O)O)[CH:12]=[CH:13][CH:14]=1, predict the reaction product. The product is: [C:11]1([C:2]2[CH:7]=[CH:6][CH:5]=[CH:4][CH:3]=2)[CH:12]=[CH:13][CH:14]=[C:9]([NH2:8])[CH:10]=1. (4) The product is: [ClH:55].[ClH:55].[C:1]([C:3]1[CH:4]=[CH:5][C:6]([CH2:7][N:8]([CH2:9][C:10]2[CH:17]=[CH:16][C:13]([C:14]#[N:15])=[C:12]([C:18]3[C:27]4[C:22](=[CH:23][CH:24]=[CH:25][CH:26]=4)[CH:21]=[CH:20][CH:19]=3)[CH:11]=2)[CH2:35][C:34]2[NH:30][CH:31]=[N:32][CH:33]=2)=[CH:28][CH:29]=1)#[N:2]. Given the reactants [C:1]([C:3]1[CH:29]=[CH:28][C:6]([CH2:7][NH:8][CH2:9][C:10]2[CH:17]=[CH:16][C:13]([C:14]#[N:15])=[C:12]([C:18]3[C:27]4[C:22](=[CH:23][CH:24]=[CH:25][CH:26]=4)[CH:21]=[CH:20][CH:19]=3)[CH:11]=2)=[CH:5][CH:4]=1)#[N:2].[NH:30]1[C:34]([CH:35]=O)=[CH:33][N:32]=[CH:31]1.C(O)(=O)C.C(O[BH-](OC(=O)C)OC(=O)C)(=O)C.[Na+].[Cl:55]CCCl, predict the reaction product.